From a dataset of Peptide-MHC class II binding affinity with 134,281 pairs from IEDB. Regression. Given a peptide amino acid sequence and an MHC pseudo amino acid sequence, predict their binding affinity value. This is MHC class II binding data. (1) The peptide sequence is YANYRDIDLGRNEVV. The MHC is DRB1_1602 with pseudo-sequence DRB1_1602. The binding affinity (normalized) is 0.446. (2) The peptide sequence is IEKIRPLLIEGTASL. The MHC is DRB1_1101 with pseudo-sequence DRB1_1101. The binding affinity (normalized) is 0.355.